Dataset: Full USPTO retrosynthesis dataset with 1.9M reactions from patents (1976-2016). Task: Predict the reactants needed to synthesize the given product. (1) The reactants are: [Br:1][C:2]1[CH:16]=[CH:15][N:5]2[C:6](=[O:14])[C:7]([C:10](OC)=[O:11])=[CH:8][N:9]=[C:4]2[CH:3]=1.CC(C[AlH]CC(C)C)C. Given the product [Br:1][C:2]1[CH:16]=[CH:15][N:5]2[C:6](=[O:14])[C:7]([CH2:10][OH:11])=[CH:8][N:9]=[C:4]2[CH:3]=1, predict the reactants needed to synthesize it. (2) The reactants are: [CH:1]1([N:6]2[CH2:12][C:11]([F:14])([F:13])[C:10](=[O:15])[N:9]([CH3:16])[C:8]3[CH:17]=[N:18][C:19]([NH:21][C:22]4[CH:30]=[CH:29][C:25]([C:26](O)=[O:27])=[CH:24][C:23]=4[CH2:31]C)=[N:20][C:7]2=3)[CH2:5][CH2:4][CH2:3][CH2:2]1.F[P-](F)(F)(F)(F)F.C[N:41](C(N(C)C)=[N+]1C2C(=NC=CC=2)[N+]([O-])=N1)C.C(N(C(C)C)CC)(C)C.[Cl-].[NH4+]. Given the product [CH:1]1([N:6]2[CH2:12][C:11]([F:14])([F:13])[C:10](=[O:15])[N:9]([CH3:16])[C:8]3[CH:17]=[N:18][C:19]([NH:21][C:22]4[CH:30]=[CH:29][C:25]([C:26]([NH2:41])=[O:27])=[CH:24][C:23]=4[CH3:31])=[N:20][C:7]2=3)[CH2:2][CH2:3][CH2:4][CH2:5]1, predict the reactants needed to synthesize it.